From a dataset of Forward reaction prediction with 1.9M reactions from USPTO patents (1976-2016). Predict the product of the given reaction. Given the reactants [CH3:1][O:2][C:3]1[CH:4]=[C:5]([N:11]2[CH2:20][C:19]3[C:14](=[N:15][C:16](S(C)=O)=[N:17][CH:18]=3)[N:13]([CH2:24][CH3:25])[C:12]2=[O:26])[CH:6]=[C:7]([O:9][CH3:10])[CH:8]=1.[CH2:27]([N:29]([CH2:32][CH2:33][CH2:34][NH2:35])[CH2:30][CH3:31])[CH3:28], predict the reaction product. The product is: [CH2:27]([N:29]([CH2:30][CH3:31])[CH2:32][CH2:33][CH2:34][NH:35][C:16]1[N:15]=[C:14]2[N:13]([CH2:24][CH3:25])[C:12](=[O:26])[N:11]([C:5]3[CH:4]=[C:3]([O:2][CH3:1])[CH:8]=[C:7]([O:9][CH3:10])[CH:6]=3)[CH2:20][C:19]2=[CH:18][N:17]=1)[CH3:28].